This data is from Forward reaction prediction with 1.9M reactions from USPTO patents (1976-2016). The task is: Predict the product of the given reaction. (1) Given the reactants [F:1][C:2]1[CH:7]=[CH:6][C:5]([OH:8])=[CH:4][CH:3]=1.[CH2:9]([O:11][CH:12]([O:15][CH2:16][CH3:17])[CH2:13]Br)[CH3:10].C(=O)([O-])[O-].[K+].[K+], predict the reaction product. The product is: [CH2:9]([O:11][CH:12]([O:15][CH2:16][CH3:17])[CH2:13][O:8][C:5]1[CH:6]=[CH:7][C:2]([F:1])=[CH:3][CH:4]=1)[CH3:10]. (2) The product is: [NH:1]1[C:9]2[C:4](=[C:5]([C:10]([N:19]3[CH2:15][CH2:13][O:14][CH2:17][CH2:18]3)=[O:12])[CH:6]=[CH:7][CH:8]=2)[CH:3]=[CH:2]1. Given the reactants [NH:1]1[C:9]2[CH:8]=[CH:7][CH:6]=[C:5]([C:10]([OH:12])=O)[C:4]=2[CH:3]=[CH:2]1.[C:13](C1NC=CN=1)([C:15]1N[CH:17]=[CH:18][N:19]=1)=[O:14].N1CCOCC1, predict the reaction product.